From a dataset of Forward reaction prediction with 1.9M reactions from USPTO patents (1976-2016). Predict the product of the given reaction. (1) Given the reactants Cl[C:2]1[CH:11]=[CH:10][CH:9]=[C:8]2[C:3]=1[CH2:4][CH2:5][CH2:6][CH:7]2[C:12]1[N:13]=[CH:14][NH:15][CH:16]=1, predict the reaction product. The product is: [CH:7]1([C:12]2[N:13]=[CH:14][NH:15][CH:16]=2)[C:8]2[C:3](=[CH:2][CH:11]=[CH:10][CH:9]=2)[CH2:4][CH2:5][CH2:6]1. (2) Given the reactants Br[C:2]1[C:7]([O:8][CH2:9][C:10]([CH3:14])([CH3:13])[CH2:11][OH:12])=[C:6]([O:15][CH3:16])[C:5]([O:17][CH:18]([F:20])[F:19])=[CH:4][CH:3]=1.C(=O)([O-])[O-].[Cs+].[Cs+].CC1(C)C(C)(C)OB([C:35]2[CH:36]=[C:37]3[C:41](=[CH:42][CH:43]=2)[C:40](=[O:44])[NH:39][CH2:38]3)O1, predict the reaction product. The product is: [F:19][CH:18]([F:20])[O:17][C:5]1[CH:4]=[CH:3][C:2]([C:35]2[CH:36]=[C:37]3[C:41](=[CH:42][CH:43]=2)[C:40](=[O:44])[NH:39][CH2:38]3)=[C:7]([O:8][CH2:9][C:10]([CH3:14])([CH3:13])[CH2:11][OH:12])[C:6]=1[O:15][CH3:16]. (3) Given the reactants [O:1]([C:8]([NH:10][C:11]1[N:15]([C:16]2[CH:21]=[CH:20][CH:19]=[CH:18][CH:17]=2)[N:14]=[C:13]([CH2:22][O:23][CH:24]2[CH2:29][CH2:28][N:27]([C:30]([O:32][C:33]([CH3:36])([CH3:35])[CH3:34])=[O:31])[CH2:26][CH2:25]2)[CH:12]=1)=[O:9])[C:2]1[CH:7]=[CH:6][CH:5]=[CH:4][CH:3]=1.CC1C=CC(S([O-])(=O)=O)=CC=1.[NH+]1C=CC=CC=1.[Cl:54]N1C(=O)CCC1=O, predict the reaction product. The product is: [Cl:54][C:12]1[C:13]([CH2:22][O:23][CH:24]2[CH2:29][CH2:28][N:27]([C:30]([O:32][C:33]([CH3:36])([CH3:35])[CH3:34])=[O:31])[CH2:26][CH2:25]2)=[N:14][N:15]([C:16]2[CH:21]=[CH:20][CH:19]=[CH:18][CH:17]=2)[C:11]=1[NH:10][C:8]([O:1][C:2]1[CH:3]=[CH:4][CH:5]=[CH:6][CH:7]=1)=[O:9]. (4) Given the reactants [CH3:1][O:2][C:3]1[CH:4]=[C:5]([CH:35]=[CH:36][C:37]=1[C:38]([CH3:41])([CH3:40])[CH3:39])[C:6]([N:8]1[C@@H:12]([C:13]2[S:14][C:15](C)=[CH:16][N:17]=2)[C@@H:11]([CH2:19][O:20][CH3:21])[CH2:10][C@@:9]1([CH2:29][C:30]1[N:31]=CS[CH:34]=1)[C:22]([O:24][C:25]([CH3:28])([CH3:27])[CH3:26])=[O:23])=[O:7].OC[C@@H]1[C@H]([C:49]2[S:50]C=CN=2)N(C(=O)C2C=CC(C(C)(C)C)=C(OC)C=2)[C@](CC2C=CSN=2)(C(OC(C)(C)C)=O)C1, predict the reaction product. The product is: [CH3:1][O:2][C:3]1[CH:4]=[C:5]([CH:35]=[CH:36][C:37]=1[C:38]([CH3:39])([CH3:41])[CH3:40])[C:6]([N:8]1[C@@H:12]([C:13]2[S:14][CH:15]=[CH:16][N:17]=2)[C@@H:11]([CH2:19][O:20][CH3:21])[CH2:10][C@@:9]1([CH2:29][C:30]1[CH:34]=[CH:49][S:50][N:31]=1)[C:22]([O:24][C:25]([CH3:28])([CH3:27])[CH3:26])=[O:23])=[O:7]. (5) Given the reactants [C:1]([O:5][C:6]([NH:8][C@@H:9]([C:36]([CH3:39])([CH3:38])[CH3:37])[C:10]([N:12]([C@@H:14]([CH:33]([CH3:35])[CH3:34])/[CH:15]=[C:16](\[CH3:32])/[C:17]([N:19]1[CH2:23][CH2:22][CH2:21][C@H:20]1[C@H:24]([O:30][CH3:31])[C@@H:25]([CH3:29])[C:26](O)=[O:27])=[O:18])[CH3:13])=[O:11])=[O:7])([CH3:4])([CH3:3])[CH3:2].[F:40][C:41]([F:56])([F:55])[C:42]([NH:44][C:45]1[CH:50]=[CH:49][C:48]([S:51](=[O:54])(=[O:53])[NH2:52])=[CH:47][CH:46]=1)=[O:43], predict the reaction product. The product is: [CH3:31][O:30][C@@H:24]([C@@H:20]1[CH2:21][CH2:22][CH2:23][N:19]1[C:17](=[O:18])/[C:16](/[CH3:32])=[CH:15]/[C@@H:14]([N:12]([CH3:13])[C:10](=[O:11])[C@@H:9]([NH:8][C:6](=[O:7])[O:5][C:1]([CH3:3])([CH3:4])[CH3:2])[C:36]([CH3:37])([CH3:39])[CH3:38])[CH:33]([CH3:35])[CH3:34])[C@@H:25]([CH3:29])[C:26](=[O:27])[NH:52][S:51]([C:48]1[CH:49]=[CH:50][C:45]([NH:44][C:42](=[O:43])[C:41]([F:40])([F:56])[F:55])=[CH:46][CH:47]=1)(=[O:53])=[O:54]. (6) Given the reactants [NH:1]1[C:9]2[C:4](=[CH:5][CH:6]=[C:7]([C:10]([OH:12])=O)[CH:8]=2)[CH:3]=[CH:2]1.C1N=CN(C(N2C=NC=C2)=O)C=1.[NH:25]1[CH2:30][CH2:29][O:28][CH2:27][CH2:26]1, predict the reaction product. The product is: [NH:1]1[C:9]2[C:4](=[CH:5][CH:6]=[C:7]([C:10]([N:25]3[CH2:30][CH2:29][O:28][CH2:27][CH2:26]3)=[O:12])[CH:8]=2)[CH:3]=[CH:2]1. (7) Given the reactants C(O[C:4]([C:6]1[C:11](=[O:12])[N:10]([CH2:13][C:14]2[CH:19]=[CH:18][CH:17]=[CH:16][CH:15]=2)[N:9]2[CH:20]=[CH:21][CH:22]=[C:8]2[C:7]=1[OH:23])=[O:5])C.[NH2:24][CH2:25][C:26]([O-:28])=[O:27].[Na+], predict the reaction product. The product is: [CH2:13]([N:10]1[C:11](=[O:12])[C:6]([C:4]([NH:24][CH2:25][C:26]([OH:28])=[O:27])=[O:5])=[C:7]([OH:23])[C:8]2=[CH:22][CH:21]=[CH:20][N:9]12)[C:14]1[CH:19]=[CH:18][CH:17]=[CH:16][CH:15]=1.